This data is from Forward reaction prediction with 1.9M reactions from USPTO patents (1976-2016). The task is: Predict the product of the given reaction. (1) Given the reactants C(O)(=O)C.[NH2:5][C:6]([CH3:16])([CH3:15])[CH2:7][C:8]1[CH:13]=[CH:12][C:11]([OH:14])=[CH:10][CH:9]=1.C([O-])([O-])=O.[K+].[K+].CC(N(C)C)=O.Cl[C:30]1[N:37]=[CH:36][CH:35]=[CH:34][C:31]=1[C:32]#[N:33], predict the reaction product. The product is: [NH2:5][C:6]([CH3:16])([CH3:15])[CH2:7][C:8]1[CH:13]=[CH:12][C:11]([O:14][C:36]2[CH:35]=[CH:34][C:31]([C:32]#[N:33])=[CH:30][N:37]=2)=[CH:10][CH:9]=1. (2) Given the reactants C(N(CC)CC)C.[NH2:8][CH2:9][C@H:10]1[C@H:15]([C:16]2[CH:21]=[CH:20][C:19]([O:22][CH3:23])=[CH:18][CH:17]=2)[C@@H:14]([O:24][CH2:25][C:26]2[CH:27]=[CH:28][C:29]3[O:34][CH2:33][CH2:32][N:31]([CH2:35][CH2:36][CH2:37][O:38][CH3:39])[C:30]=3[CH:40]=2)[CH2:13][N:12]([C:41]([O:43][CH2:44][C:45]2[CH:50]=[CH:49][CH:48]=[CH:47][CH:46]=2)=[O:42])[CH2:11]1.[C:51](Cl)(=[O:53])[CH3:52].C(=O)(O)[O-].[Na+], predict the reaction product. The product is: [C:51]([NH:8][CH2:9][C@H:10]1[C@H:15]([C:16]2[CH:17]=[CH:18][C:19]([O:22][CH3:23])=[CH:20][CH:21]=2)[C@@H:14]([O:24][CH2:25][C:26]2[CH:27]=[CH:28][C:29]3[O:34][CH2:33][CH2:32][N:31]([CH2:35][CH2:36][CH2:37][O:38][CH3:39])[C:30]=3[CH:40]=2)[CH2:13][N:12]([C:41]([O:43][CH2:44][C:45]2[CH:46]=[CH:47][CH:48]=[CH:49][CH:50]=2)=[O:42])[CH2:11]1)(=[O:53])[CH3:52]. (3) Given the reactants [O:1]1[C:5]2[CH:6]=[CH:7][CH:8]=[CH:9][C:4]=2[CH2:3][CH2:2]1.[S:10]([Cl:13])(Cl)=[O:11].C(Cl)Cl.[OH2:17], predict the reaction product. The product is: [O:1]1[C:5]2[CH:6]=[CH:7][C:8]([S:10]([Cl:13])(=[O:11])=[O:17])=[CH:9][C:4]=2[CH2:3][CH2:2]1.